This data is from Forward reaction prediction with 1.9M reactions from USPTO patents (1976-2016). The task is: Predict the product of the given reaction. (1) Given the reactants C(N(CC)CC)C.[NH2:8][C:9]1[C:10]([NH:18][C:19]2[CH:24]=[CH:23][CH:22]=[CH:21][CH:20]=2)=[C:11]([C:14]([F:17])=[CH:15][CH:16]=1)[C:12]#[N:13].Cl.CN(C)CCCN=C=NCC.C1C=NC2N(O)N=NC=2C=1.[C:47]([O:51][C:52]([NH:54][C@@H:55]([CH2:59][CH3:60])[C:56](O)=[O:57])=[O:53])([CH3:50])([CH3:49])[CH3:48], predict the reaction product. The product is: [C:47]([O:51][C:52](=[O:53])[NH:54][C@H:55]([C:56](=[O:57])[NH:8][C:9]1[CH:16]=[CH:15][C:14]([F:17])=[C:11]([C:12]#[N:13])[C:10]=1[NH:18][C:19]1[CH:20]=[CH:21][CH:22]=[CH:23][CH:24]=1)[CH2:59][CH3:60])([CH3:48])([CH3:49])[CH3:50]. (2) Given the reactants [NH2:1][C:2]1[CH:7]=[CH:6][C:5]([CH3:8])=[CH:4][CH:3]=1.[Cl:9][C:10]1[N:15]=[C:14](Cl)[C:13]([C:17]([NH2:19])=[O:18])=[CH:12][N:11]=1.C(N(CC)CC)C.O, predict the reaction product. The product is: [Cl:9][C:10]1[N:15]=[C:14]([NH:1][C:2]2[CH:7]=[CH:6][C:5]([CH3:8])=[CH:4][CH:3]=2)[C:13]([C:17]([NH2:19])=[O:18])=[CH:12][N:11]=1.